Dataset: Forward reaction prediction with 1.9M reactions from USPTO patents (1976-2016). Task: Predict the product of the given reaction. (1) Given the reactants [NH2:1][C:2]1[C:21]([Cl:22])=[CH:20][C:19]([C:23]([F:26])([F:25])[F:24])=[CH:18][C:3]=1[C:4]([NH:6][CH2:7][C:8]1[CH:13]=[C:12]([Cl:14])[CH:11]=[CH:10][C:9]=1[S:15][CH2:16][CH3:17])=[O:5].ClC1C(C2OCCO2)=C(OC(F)(F)F)C=C2C=1N[C:35](=[O:38])N(CC1C=C(Cl)C=CC=1S(CC)(=O)=O)C2=O, predict the reaction product. The product is: [Cl:22][C:21]1[CH:20]=[C:19]([C:23]([F:26])([F:25])[F:24])[CH:18]=[C:3]2[C:2]=1[NH:1][C:35](=[O:38])[N:6]([CH2:7][C:8]1[CH:13]=[C:12]([Cl:14])[CH:11]=[CH:10][C:9]=1[S:15][CH2:16][CH3:17])[C:4]2=[O:5]. (2) The product is: [CH3:18][N:19]1[CH2:24][CH2:23][N:22]([C:6]2[N:1]=[CH:2][C:3]([C:7]3[C:15]4[C:10](=[CH:11][C:12]([CH:16]=[O:17])=[CH:13][CH:14]=4)[NH:9][N:8]=3)=[CH:4][CH:5]=2)[CH2:21][CH2:20]1. Given the reactants [N:1]1[CH:6]=[CH:5][CH:4]=[C:3]([C:7]2[C:15]3[C:10](=[CH:11][C:12]([CH:16]=[O:17])=[CH:13][CH:14]=3)[NH:9][N:8]=2)[CH:2]=1.[CH3:18][N:19]1[CH2:24][CH2:23][N:22](C2C=CC(B3OC(C)(C)C(C)(C)O3)=CN=2)[CH2:21][CH2:20]1, predict the reaction product. (3) Given the reactants [F:1][C:2]1[CH:7]=[CH:6][C:5]([F:8])=[CH:4][C:3]=1[C:9]1[C:13]2[CH:14]=[C:15]([C:18]3[O:22][C:21]([SH:23])=[N:20][N:19]=3)[CH:16]=[CH:17][C:12]=2[O:11][CH:10]=1.I[CH3:25], predict the reaction product. The product is: [F:1][C:2]1[CH:7]=[CH:6][C:5]([F:8])=[CH:4][C:3]=1[C:9]1[C:13]2[CH:14]=[C:15]([C:18]3[O:22][C:21]([S:23][CH3:25])=[N:20][N:19]=3)[CH:16]=[CH:17][C:12]=2[O:11][CH:10]=1. (4) The product is: [CH2:68]([NH:75][C:2]1[CH:14]=[CH:13][C:5]([C:6]([O:8][C:9]([CH3:12])([CH3:11])[CH3:10])=[O:7])=[C:4]([CH3:15])[CH:3]=1)[C:69]1[CH:74]=[CH:73][CH:72]=[CH:71][CH:70]=1. Given the reactants Br[C:2]1[CH:14]=[CH:13][C:5]([C:6]([O:8][C:9]([CH3:12])([CH3:11])[CH3:10])=[O:7])=[C:4]([CH3:15])[CH:3]=1.C(=O)([O-])[O-].[Cs+].[Cs+].C1C=CC(P(C2C(C3C(P(C4C=CC=CC=4)C4C=CC=CC=4)=CC=C4C=3C=CC=C4)=C3C(C=CC=C3)=CC=2)C2C=CC=CC=2)=CC=1.[CH2:68]([NH2:75])[C:69]1[CH:74]=[CH:73][CH:72]=[CH:71][CH:70]=1, predict the reaction product. (5) Given the reactants [O:1]1[C:5]2[CH:6]=[CH:7][C:8]([C:10]3([C:13]([NH:15][C:16]4[N:21]=[C:20]([C:22]5[C:23]([O:28]C)=[N:24][CH:25]=[CH:26][CH:27]=5)[C:19]([CH3:30])=[C:18]([CH3:31])[CH:17]=4)=[O:14])[CH2:12][CH2:11]3)=[CH:9][C:4]=2[CH2:3][CH2:2]1.[Si](I)(C)(C)C.CO.C(OCC)(=O)C, predict the reaction product. The product is: [O:1]1[C:5]2[CH:6]=[CH:7][C:8]([C:10]3([C:13]([NH:15][C:16]4[CH:17]=[C:18]([CH3:31])[C:19]([CH3:30])=[C:20]([C:22]5[C:23](=[O:28])[NH:24][CH:25]=[CH:26][CH:27]=5)[N:21]=4)=[O:14])[CH2:12][CH2:11]3)=[CH:9][C:4]=2[CH2:3][CH2:2]1. (6) Given the reactants [F:1][C:2]([F:41])([F:40])[C:3]1[CH:8]=[CH:7][C:6]([C:9]2[C:10]([C:15]([NH:17][C:18]3[CH:23]=[CH:22][C:21]([N:24]4[CH2:29][CH2:28][N:27]([CH2:30][C:31]5[CH:32]=[C:33]([CH:37]=[CH:38][CH:39]=5)[C:34]([OH:36])=O)[CH2:26][CH2:25]4)=[CH:20][CH:19]=3)=[O:16])=[CH:11][CH:12]=[CH:13][CH:14]=2)=[CH:5][CH:4]=1.[F:42][C:43]([F:47])([F:46])[CH2:44][NH2:45].C1C=CC2N(O)N=NC=2C=1.CCN=C=NCCCN(C)C.Cl, predict the reaction product. The product is: [F:42][C:43]([F:47])([F:46])[CH2:44][NH:45][C:34]([C:33]1[CH:32]=[C:31]([CH:39]=[CH:38][CH:37]=1)[CH2:30][N:27]1[CH2:28][CH2:29][N:24]([C:21]2[CH:20]=[CH:19][C:18]([NH:17][C:15]([C:10]3[C:9]([C:6]4[CH:7]=[CH:8][C:3]([C:2]([F:41])([F:1])[F:40])=[CH:4][CH:5]=4)=[CH:14][CH:13]=[CH:12][CH:11]=3)=[O:16])=[CH:23][CH:22]=2)[CH2:25][CH2:26]1)=[O:36]. (7) Given the reactants [CH3:1][O:2][C:3](=[O:11])[C:4]1[CH:9]=[CH:8][CH:7]=[C:6]([SH:10])[CH:5]=1.I[CH:13]([CH3:15])[CH3:14].[H-].[Na+].Cl, predict the reaction product. The product is: [CH3:1][O:2][C:3](=[O:11])[C:4]1[CH:9]=[CH:8][CH:7]=[C:6]([S:10][CH:13]([CH3:15])[CH3:14])[CH:5]=1. (8) Given the reactants Br[CH2:2][CH2:3][CH:4]=[C:5]1[C:11]2[CH:12]=[CH:13][CH:14]=[CH:15][C:10]=2[CH2:9][CH2:8][C:7]2[CH:16]=[CH:17][CH:18]=[CH:19][C:6]1=2.[Cl:20][C:21]1[CH:26]=[CH:25][C:24]([C:27]2([OH:33])[CH2:32][CH2:31][NH:30][CH2:29][CH2:28]2)=[CH:23][CH:22]=1.C(=O)([O-])[O-].[K+].[K+].[I-].[K+], predict the reaction product. The product is: [Cl:20][C:21]1[CH:26]=[CH:25][C:24]([C:27]2([OH:33])[CH2:28][CH2:29][N:30]([CH2:2][CH2:3][CH:4]=[C:5]3[C:11]4[CH:12]=[CH:13][CH:14]=[CH:15][C:10]=4[CH2:9][CH2:8][C:7]4[CH:16]=[CH:17][CH:18]=[CH:19][C:6]3=4)[CH2:31][CH2:32]2)=[CH:23][CH:22]=1.